This data is from Forward reaction prediction with 1.9M reactions from USPTO patents (1976-2016). The task is: Predict the product of the given reaction. Given the reactants C[O:2][C:3]1[CH:8]=[CH:7][C:6]([CH2:9][CH2:10][CH2:11][C:12]([OH:14])=[O:13])=[CH:5][CH:4]=1.C(OCC)(=O)C, predict the reaction product. The product is: [OH:2][C:3]1[CH:4]=[CH:5][C:6]([CH2:9][CH2:10][CH2:11][C:12]([OH:14])=[O:13])=[CH:7][CH:8]=1.